From a dataset of Forward reaction prediction with 1.9M reactions from USPTO patents (1976-2016). Predict the product of the given reaction. Given the reactants OC1O[C@H](CO)[C@@H](O[C@@H]2O[C@H](CO)[C@H](O)[C@H](O)[C@H]2O)[C@H](O)[C@H]1O.C(OS(C1C=CC=CC=1)(=O)=O)CCCCCCCCCCC.[Na].[CH3:47][C:48]1([CH3:77])[CH:50]([C:51]([O:53][CH:54]([C:57]2[CH:62]=[CH:61][CH:60]=[C:59]([O:63][C:64]3[CH:69]=[CH:68][CH:67]=[CH:66][CH:65]=3)[CH:58]=2)[C:55]#[N:56])=[O:52])[CH:49]1/[CH:70]=[C:71](\[Cl:76])/[C:72]([F:75])([F:74])[F:73], predict the reaction product. The product is: [CH3:47][C:48]1([CH3:77])[C@H:50]([C:51]([O:53][C@@H:54]([C:57]2[CH:62]=[CH:61][CH:60]=[C:59]([O:63][C:64]3[CH:65]=[CH:66][CH:67]=[CH:68][CH:69]=3)[CH:58]=2)[C:55]#[N:56])=[O:52])[C@@H:49]1/[CH:70]=[C:71](\[Cl:76])/[C:72]([F:73])([F:75])[F:74].